Dataset: Catalyst prediction with 721,799 reactions and 888 catalyst types from USPTO. Task: Predict which catalyst facilitates the given reaction. (1) Reactant: [ClH:1].[CH3:2][C@H:3]1[CH2:11][C:10]2[C:5](=[CH:6][CH:7]=[CH:8][CH:9]=2)[C@@H:4]1[NH:12]C(=O)COC. Product: [ClH:1].[NH2:12][C@H:4]1[C:5]2[C:10](=[CH:9][CH:8]=[CH:7][CH:6]=2)[CH2:11][C@@H:3]1[CH3:2]. The catalyst class is: 40. (2) Product: [Si:1]([O:18][CH2:19][CH:20]([F:23])[CH:21]=[O:22])([C:14]([CH3:17])([CH3:15])[CH3:16])([C:8]1[CH:13]=[CH:12][CH:11]=[CH:10][CH:9]=1)[C:2]1[CH:3]=[CH:4][CH:5]=[CH:6][CH:7]=1. Reactant: [Si:1]([O:18][CH2:19][CH:20]([F:23])[CH2:21][OH:22])([C:14]([CH3:17])([CH3:16])[CH3:15])([C:8]1[CH:13]=[CH:12][CH:11]=[CH:10][CH:9]=1)[C:2]1[CH:7]=[CH:6][CH:5]=[CH:4][CH:3]=1.CC(OI1(OC(C)=O)(OC(C)=O)OC(=O)C2C=CC=CC1=2)=O. The catalyst class is: 4.